From a dataset of Peptide-MHC class II binding affinity with 134,281 pairs from IEDB. Regression. Given a peptide amino acid sequence and an MHC pseudo amino acid sequence, predict their binding affinity value. This is MHC class II binding data. The peptide sequence is AFKVAAWAANAAPAN. The MHC is DRB1_0802 with pseudo-sequence DRB1_0802. The binding affinity (normalized) is 0.687.